Regression. Given two drug SMILES strings and cell line genomic features, predict the synergy score measuring deviation from expected non-interaction effect. From a dataset of NCI-60 drug combinations with 297,098 pairs across 59 cell lines. (1) Drug 1: CC1=C(C=C(C=C1)C(=O)NC2=CC(=CC(=C2)C(F)(F)F)N3C=C(N=C3)C)NC4=NC=CC(=N4)C5=CN=CC=C5. Drug 2: C(CN)CNCCSP(=O)(O)O. Cell line: M14. Synergy scores: CSS=1.13, Synergy_ZIP=-0.471, Synergy_Bliss=0.0944, Synergy_Loewe=-0.867, Synergy_HSA=-0.219. (2) Drug 2: C1=C(C(=O)NC(=O)N1)F. Cell line: ACHN. Drug 1: C1CCC(CC1)NC(=O)N(CCCl)N=O. Synergy scores: CSS=54.3, Synergy_ZIP=1.91, Synergy_Bliss=4.64, Synergy_Loewe=1.82, Synergy_HSA=8.23. (3) Drug 1: CCCS(=O)(=O)NC1=C(C(=C(C=C1)F)C(=O)C2=CNC3=C2C=C(C=N3)C4=CC=C(C=C4)Cl)F. Drug 2: CNC(=O)C1=NC=CC(=C1)OC2=CC=C(C=C2)NC(=O)NC3=CC(=C(C=C3)Cl)C(F)(F)F. Cell line: SK-OV-3. Synergy scores: CSS=9.44, Synergy_ZIP=-2.53, Synergy_Bliss=-6.48, Synergy_Loewe=-16.9, Synergy_HSA=-7.06.